Dataset: Catalyst prediction with 721,799 reactions and 888 catalyst types from USPTO. Task: Predict which catalyst facilitates the given reaction. (1) Reactant: [CH3:1][CH:2]([CH3:16])[CH2:3][CH:4](O)[CH2:5][C:6]1[O:10][N:9]=[C:8]([CH3:11])[C:7]=1[N+:12]([O-:14])=[O:13].C(Cl)Cl.CS(Cl)(=O)=O. Product: [CH3:11][C:8]1[C:7]([N+:12]([O-:14])=[O:13])=[C:6]([CH:5]=[CH:4][CH2:3][CH:2]([CH3:16])[CH3:1])[O:10][N:9]=1. The catalyst class is: 424. (2) Reactant: [C:1]([O:5][C:6]([NH:8][C@H:9]([CH2:14][CH:15]=[CH2:16])[C:10](OC)=[O:11])=[O:7])([CH3:4])([CH3:3])[CH3:2].[H-].[H-].[H-].[H-].[Li+].[Al+3]. Product: [C:1]([O:5][C:6](=[O:7])[NH:8][C@H:9]([CH2:14][CH:15]=[CH2:16])[CH2:10][OH:11])([CH3:4])([CH3:3])[CH3:2]. The catalyst class is: 1.